Dataset: Catalyst prediction with 721,799 reactions and 888 catalyst types from USPTO. Task: Predict which catalyst facilitates the given reaction. (1) Reactant: [Br:1][C:2]1[C:3]([C:8]([F:11])([F:10])[F:9])=[N:4][NH:5][C:6]=1[CH3:7].C([O-])([O-])=O.[K+].[K+].Cl[CH2:19][C:20]([N:22]1[CH2:27][CH2:26][N:25]([C:28]2[CH:33]=[CH:32][C:31]([Cl:34])=[CH:30][CH:29]=2)[CH2:24][CH2:23]1)=[O:21].CN(C=O)C. Product: [Cl:34][C:31]1[CH:30]=[CH:29][C:28]([N:25]2[CH2:24][CH2:23][N:22]([C:20](=[O:21])[CH2:19][N:5]3[C:6]([CH3:7])=[C:2]([Br:1])[C:3]([C:8]([F:9])([F:11])[F:10])=[N:4]3)[CH2:27][CH2:26]2)=[CH:33][CH:32]=1. The catalyst class is: 195. (2) Product: [CH2:7]([N:6]([CH2:17][C:18]1[CH:19]=[C:20]([CH:23]=[CH:24][C:25]=1[O:26][CH2:27][C:28]1[CH:33]=[CH:32][CH:31]=[CH:30][CH:29]=1)[CH:21]=[O:22])[CH2:1][CH2:2][CH2:3][CH2:4][CH3:5])[CH2:8][CH2:9][CH2:10][CH3:11]. The catalyst class is: 9. Reactant: [CH2:1]([NH:6][CH2:7][CH2:8][CH2:9][CH2:10][CH3:11])[CH2:2][CH2:3][CH2:4][CH3:5].CS(O[CH2:17][C:18]1[CH:19]=[C:20]([CH:23]=[CH:24][C:25]=1[O:26][CH2:27][C:28]1[CH:33]=[CH:32][CH:31]=[CH:30][CH:29]=1)[CH:21]=[O:22])(=O)=O.